Task: Predict which catalyst facilitates the given reaction.. Dataset: Catalyst prediction with 721,799 reactions and 888 catalyst types from USPTO (1) Reactant: C(OC(=O)[NH:7][C@@H:8]1[CH2:12][O:11][N:10]([CH2:13][CH3:14])[C:9]1=[O:15])(C)(C)C.[ClH:17]. Product: [ClH:17].[NH2:7][C@@H:8]1[CH2:12][O:11][N:10]([CH2:13][CH3:14])[C:9]1=[O:15]. The catalyst class is: 269. (2) Reactant: [CH3:1][O:2][C:3]1[CH:8]=[CH:7][C:6]([N:9]2[CH2:14][CH2:13][O:12][CH2:11][CH2:10]2)=[CH:5][C:4]=1[NH:15][C:16]([NH2:18])=[S:17].BrBr. Product: [CH3:1][O:2][C:3]1[C:4]2[N:15]=[C:16]([NH2:18])[S:17][C:5]=2[C:6]([N:9]2[CH2:14][CH2:13][O:12][CH2:11][CH2:10]2)=[CH:7][CH:8]=1. The catalyst class is: 22. (3) The catalyst class is: 173. Product: [C:38]1([C:36]2[O:13][C:11]([C:7]3[CH:8]=[C:9]4[C:4](=[CH:5][CH:6]=3)[NH:3][C:2](=[O:1])[CH2:10]4)=[N:34][CH:35]=2)[CH:43]=[CH:42][CH:41]=[CH:40][CH:39]=1. Reactant: [O:1]=[C:2]1[CH2:10][C:9]2[C:4](=[CH:5][CH:6]=[C:7]([C:11]([OH:13])=O)[CH:8]=2)[NH:3]1.CCN(C(C)C)C(C)C.C1C=CC2N(O)N=NC=2C=1.Cl.[NH2:34][CH2:35][C:36]([C:38]1[CH:43]=[CH:42][CH:41]=[CH:40][CH:39]=1)=O.S(=O)(=O)(O)O. (4) Reactant: [CH3:1][O:2][C:3]1[C:4]2[C:16]([C:17]3[CH:22]=[CH:21][CH:20]=[CH:19][CH:18]=3)=[C:15]([C:23]3[CH:28]=[CH:27][C:26]([C:29]4([NH:33]C(=O)OC(C)(C)C)[CH2:32][CH2:31][CH2:30]4)=[CH:25][CH:24]=3)[O:14][C:5]=2[N:6]=[C:7]([NH:9][CH2:10][CH2:11][O:12][CH3:13])[N:8]=1.C(O)(C(F)(F)F)=O. Product: [NH2:33][C:29]1([C:26]2[CH:27]=[CH:28][C:23]([C:15]3[O:14][C:5]4[N:6]=[C:7]([NH:9][CH2:10][CH2:11][O:12][CH3:13])[N:8]=[C:3]([O:2][CH3:1])[C:4]=4[C:16]=3[C:17]3[CH:18]=[CH:19][CH:20]=[CH:21][CH:22]=3)=[CH:24][CH:25]=2)[CH2:30][CH2:31][CH2:32]1. The catalyst class is: 2. (5) Reactant: [OH:1][C:2]1[CH:11]=[C:10]([CH2:12][N:13]2[CH2:18][CH2:17][CH2:16][CH2:15][CH2:14]2)[C:9]([C:19]([F:22])([F:21])[F:20])=[CH:8][C:3]=1[C:4]([O:6][CH3:7])=[O:5].C(=O)([O-])[O-].[Cs+].[Cs+].[CH2:29](Br)[C:30]1[CH:35]=[CH:34][CH:33]=[CH:32][CH:31]=1.C(OCC)(=O)C. Product: [C:30]1([CH2:29][O:1][C:2]2[CH:11]=[C:10]([CH2:12][N:13]3[CH2:18][CH2:17][CH2:16][CH2:15][CH2:14]3)[C:9]([C:19]([F:22])([F:20])[F:21])=[CH:8][C:3]=2[C:4]([O:6][CH3:7])=[O:5])[CH:35]=[CH:34][CH:33]=[CH:32][CH:31]=1. The catalyst class is: 35. (6) Reactant: [Cl:1][C:2]1[N:7]=[N:6][C:5]([O:8][C:9]2[CH:14]=[CH:13][CH:12]=[CH:11][C:10]=2[CH3:15])=[C:4]([OH:16])[CH:3]=1.ClC1C=CC=C(C(OO)=[O:25])C=1.S([O-])([O-])=O.[Na+].[Na+]. Product: [Cl:1][C:2]1[N+:7]([O-:25])=[N:6][C:5]([O:8][C:9]2[CH:14]=[CH:13][CH:12]=[CH:11][C:10]=2[CH3:15])=[C:4]([OH:16])[CH:3]=1. The catalyst class is: 2.